This data is from hERG potassium channel inhibition data for cardiac toxicity prediction from Karim et al.. The task is: Regression/Classification. Given a drug SMILES string, predict its toxicity properties. Task type varies by dataset: regression for continuous values (e.g., LD50, hERG inhibition percentage) or binary classification for toxic/non-toxic outcomes (e.g., AMES mutagenicity, cardiotoxicity, hepatotoxicity). Dataset: herg_karim. (1) The drug is F[C@@H]1CCNCC1c1c(-c2ccccc2)[nH]c2ccccc12. The result is 1 (blocker). (2) The molecule is CCN(CC)Cc1ccc2c(c1)CCC(N1CCN(CCc3ccc(Cl)cc3)CC1=O)C2. The result is 1 (blocker). (3) The drug is CC1(C)Oc2ncnc(N)c2N=C1c1ccc([C@H]2CC[C@H](CC(=O)O)CC2)cc1. The result is 0 (non-blocker). (4) The compound is COc1cc(C(CO)CO)ccc1Nc1ncc(Cl)c(-c2cnc3ccccn23)n1. The result is 0 (non-blocker). (5) The result is 0 (non-blocker). The drug is Cc1nc2cc(F)ccc2n1C1C[C@H]2CC[C@H](C1)N2CC[C@H](NC(=O)[C@H]1CC[S@@+]([O-])CC1)c1ccc(F)cc1. (6) The drug is COc1ccc(CC(C)(C)NCC(O)COc2ccccc2C#N)cc1. The result is 1 (blocker).